Dataset: Drug-target binding data from BindingDB using IC50 measurements. Task: Regression. Given a target protein amino acid sequence and a drug SMILES string, predict the binding affinity score between them. We predict pIC50 (pIC50 = -log10(IC50 in M); higher means more potent). Dataset: bindingdb_ic50. The compound is O[C@@H](C[C@@H](COCc1ccccc1)OCc1ccccc1)[C@@H](COCc1ccccc1)OCc1ccccc1. The target protein sequence is PQITLWQRPLVTIKIGGQLKEALLDTGADDTVLEEMSLPGRWKPKMIGGIGGFIKVRQYDQILIEICGHKAIGTVLVGPTPVNIIGRNLLTQIGCTLNF. The pIC50 is 4.3.